This data is from Forward reaction prediction with 1.9M reactions from USPTO patents (1976-2016). The task is: Predict the product of the given reaction. (1) Given the reactants C([C:3]1([C:33]([O-:35])=[O:34])[C:8]2[C:9]3[CH:15]=[C:14]([S:16]([C:19]4[CH:24]=[CH:23][CH:22]=[CH:21][CH:20]=4)(=[O:18])=[O:17])[CH:13]=[C:12]([Cl:25])[C:10]=3[O:11][C:7]=2[CH2:6][CH2:5][N:4]1[C:26]([O:28][C:29]([CH3:32])([CH3:31])[CH3:30])=[O:27])C.O.[OH-].[Li+].Cl, predict the reaction product. The product is: [C:29]([O:28][C:26]([N:4]1[CH2:5][CH2:6][C:7]2[O:11][C:10]3[C:12]([Cl:25])=[CH:13][C:14]([S:16]([C:19]4[CH:20]=[CH:21][CH:22]=[CH:23][CH:24]=4)(=[O:17])=[O:18])=[CH:15][C:9]=3[C:8]=2[CH:3]1[C:33]([OH:35])=[O:34])=[O:27])([CH3:32])([CH3:30])[CH3:31]. (2) Given the reactants [NH2:1][C:2]1[CH:7]=[CH:6][CH:5]=[CH:4][CH:3]=1.[C:8]1(=O)[CH2:13][CH2:12][CH2:11][CH2:10][CH2:9]1.C[Si]([C:19]#[N:20])(C)C, predict the reaction product. The product is: [C:2]1([NH:1][C:8]2([C:19]#[N:20])[CH2:13][CH2:12][CH2:11][CH2:10][CH2:9]2)[CH:7]=[CH:6][CH:5]=[CH:4][CH:3]=1. (3) Given the reactants C(O)(=O)/C=C/C(O)=O.[CH3:9][O:10][C:11]1[CH:12]=[CH:13][C:14]2[CH:20]([C:21]3[CH:26]=[CH:25][CH:24]=[CH:23][CH:22]=3)[CH2:19][CH2:18][N:17]([CH3:27])[CH2:16][C:15]=2[CH:28]=1.P(OP(O)(O)=O)(O)(O)=O.[OH-].[NH4+], predict the reaction product. The product is: [CH3:9][O:10][C:11]1[C:28]2[CH:20]([C:21]3[CH:22]=[CH:23][CH:24]=[CH:25][CH:26]=3)[CH2:19][CH2:18][N:17]([CH3:27])[CH2:16][C:15]=2[CH:14]=[CH:13][CH:12]=1.[CH3:9][O:10][C:11]1[CH:12]=[CH:13][C:14]2[CH:20]([C:21]3[CH:22]=[CH:23][CH:24]=[CH:25][CH:26]=3)[CH2:19][CH2:18][N:17]([CH3:27])[CH2:16][C:15]=2[CH:28]=1. (4) Given the reactants C([O:8][C:9]1[CH:14]=[CH:13][C:12]([CH2:15][CH2:16][CH2:17][N:18]2[CH:22]=[CH:21][N:20]=[C:19]2[CH2:23][CH2:24][OH:25])=[CH:11][CH:10]=1)C1C=CC=CC=1, predict the reaction product. The product is: [OH:25][CH2:24][CH2:23][C:19]1[N:18]([CH2:17][CH2:16][CH2:15][C:12]2[CH:11]=[CH:10][C:9]([OH:8])=[CH:14][CH:13]=2)[CH:22]=[CH:21][N:20]=1. (5) Given the reactants Br[C:2]1[CH:7]=[CH:6][C:5]([O:8][CH3:9])=[CH:4][CH:3]=1.C([Li])CCC.[O:15]=[C:16]1[CH2:22][CH2:21][CH2:20][CH2:19][N:18]([C:23]([O:25][C:26]([CH3:29])([CH3:28])[CH3:27])=[O:24])[CH2:17]1, predict the reaction product. The product is: [OH:15][C:16]1([C:2]2[CH:7]=[CH:6][C:5]([O:8][CH3:9])=[CH:4][CH:3]=2)[CH2:22][CH2:21][CH2:20][CH2:19][N:18]([C:23]([O:25][C:26]([CH3:29])([CH3:28])[CH3:27])=[O:24])[CH2:17]1. (6) The product is: [O:3]=[C:4]1[N:10]([CH:11]2[CH2:16][CH2:15][N:14]([C:17]([O:19][C@H:20]([CH2:41][C:42]3[CH:51]=[C:50]([CH3:52])[C:45]4[O:46][CH2:47][CH2:48][O:49][C:44]=4[CH:43]=3)[C:21]([N:23]3[CH2:28][CH2:27][CH:26]([CH:29]4[CH2:34][CH2:33][N:32]([CH2:35][C:36]([OH:38])=[O:37])[CH2:31][CH2:30]4)[CH2:25][CH2:24]3)=[O:22])=[O:18])[CH2:13][CH2:12]2)[CH2:9][CH2:8][C:7]2[CH:53]=[CH:54][CH:55]=[CH:56][C:6]=2[NH:5]1. Given the reactants [Li+].[OH-].[O:3]=[C:4]1[N:10]([CH:11]2[CH2:16][CH2:15][N:14]([C:17]([O:19][C@H:20]([CH2:41][C:42]3[CH:51]=[C:50]([CH3:52])[C:45]4[O:46][CH2:47][CH2:48][O:49][C:44]=4[CH:43]=3)[C:21]([N:23]3[CH2:28][CH2:27][CH:26]([CH:29]4[CH2:34][CH2:33][N:32]([CH2:35][C:36]([O:38]CC)=[O:37])[CH2:31][CH2:30]4)[CH2:25][CH2:24]3)=[O:22])=[O:18])[CH2:13][CH2:12]2)[CH2:9][CH2:8][C:7]2[CH:53]=[CH:54][CH:55]=[CH:56][C:6]=2[NH:5]1, predict the reaction product.